This data is from Forward reaction prediction with 1.9M reactions from USPTO patents (1976-2016). The task is: Predict the product of the given reaction. (1) The product is: [CH3:18][O:17][C:10]1[CH:11]=[CH:12][CH:13]=[C:14]2[C:9]=1[CH:8]=[C:7]([C:21]#[N:22])[CH:16]=[CH:15]2. Given the reactants FC(F)(F)S(O[C:7]1[CH:16]=[CH:15][C:14]2[C:9](=[C:10]([O:17][CH3:18])[CH:11]=[CH:12][CH:13]=2)[CH:8]=1)(=O)=O.[CH3:21][N:22](C=O)C, predict the reaction product. (2) Given the reactants [NH2:1][C:2]1([C:8]([OH:10])=[O:9])[CH2:7][CH2:6][CH2:5][CH2:4][CH2:3]1.S(Cl)([Cl:13])=O.[CH3:15]COCC, predict the reaction product. The product is: [ClH:13].[NH2:1][C:2]1([C:8]([O:10][CH3:15])=[O:9])[CH2:7][CH2:6][CH2:5][CH2:4][CH2:3]1.